This data is from Reaction yield outcomes from USPTO patents with 853,638 reactions. The task is: Predict the reaction yield, written as a fraction of the theoretical maximum amount of product (1.0 means a 100% yield; for example, 0.34 means a 34% yield). (1) The reactants are [C:1]([O:5][C:6]([C@@H:8]([NH:14][C:15]([O:17][C:18]([CH3:21])([CH3:20])[CH3:19])=[O:16])[CH2:9][CH2:10][C:11]([OH:13])=[O:12])=[O:7])([CH3:4])([CH3:3])[CH3:2].Cl.CN(C)CCCN=C=NCC.C(N(CC)CC)C.[N+:41]([O:44][CH2:45][CH2:46][CH2:47]O)([O-:43])=[O:42]. The catalyst is C(Cl)Cl. The product is [C:18]([O:17][C:15]([NH:14][C@@H:8]([CH2:9][CH2:10][C:11]([O:13][CH2:47][CH2:46][CH2:45][O:44][N+:41]([O-:43])=[O:42])=[O:12])[C:6]([O:5][C:1]([CH3:4])([CH3:3])[CH3:2])=[O:7])=[O:16])([CH3:21])([CH3:20])[CH3:19]. The yield is 0.880. (2) The reactants are [NH2:1][C:2]1[CH:3]=[C:4]([C:9]#[C:10][C:11]2[CH:12]=[N:13][CH:14]=[C:15]([CH:18]=2)[C:16]#[N:17])[CH:5]=[CH:6][C:7]=1[F:8].[C:19](Cl)(=[O:21])[CH3:20]. The catalyst is N1C=CC=CC=1.O1CCCC1.O. The product is [C:16]([C:15]1[CH:18]=[C:11]([C:10]#[C:9][C:4]2[CH:5]=[CH:6][C:7]([F:8])=[C:2]([NH:1][C:19](=[O:21])[CH3:20])[CH:3]=2)[CH:12]=[N:13][CH:14]=1)#[N:17]. The yield is 0.810. (3) The reactants are C([O:3][C:4](=[O:27])[C:5]1[CH:10]=[CH:9][C:8]([C:11]#[C:12][C:13]2[CH:22]=[CH:21][C:20]3[C:19](=[O:23])[CH2:18][CH2:17][C:16]([CH3:25])([CH3:24])[C:15]=3[CH:14]=2)=[CH:7][C:6]=1[F:26])C.[OH-].[Na+]. The catalyst is C(O)C.CO.O1CCCC1. The product is [F:26][C:6]1[CH:7]=[C:8]([C:11]#[C:12][C:13]2[CH:22]=[CH:21][C:20]3[C:19](=[O:23])[CH2:18][CH2:17][C:16]([CH3:25])([CH3:24])[C:15]=3[CH:14]=2)[CH:9]=[CH:10][C:5]=1[C:4]([OH:27])=[O:3]. The yield is 0.270. (4) The reactants are [CH3:1][N:2]([CH3:32])[C:3]1[N:12]=[C:11]([NH:13][CH2:14][C:15]2[CH:20]=[CH:19][C:18]([NH:21][C:22](=[O:30])[C:23]3[CH:28]=[CH:27][C:26]([F:29])=[CH:25][CH:24]=3)=[CH:17][CH:16]=2)[C:10]2[C:5](=[CH:6][C:7](I)=[CH:8][CH:9]=2)[N:4]=1.[CH:33](/B(O)O)=[CH:34]/[CH3:35].C([O-])(O)=O.[Na+]. The catalyst is C1C=CC([P]([Pd]([P](C2C=CC=CC=2)(C2C=CC=CC=2)C2C=CC=CC=2)([P](C2C=CC=CC=2)(C2C=CC=CC=2)C2C=CC=CC=2)[P](C2C=CC=CC=2)(C2C=CC=CC=2)C2C=CC=CC=2)(C2C=CC=CC=2)C2C=CC=CC=2)=CC=1.COCCOC. The product is [CH3:1][N:2]([CH3:32])[C:3]1[N:12]=[C:11]([NH:13][CH2:14][C:15]2[CH:20]=[CH:19][C:18]([NH:21][C:22](=[O:30])[C:23]3[CH:28]=[CH:27][C:26]([F:29])=[CH:25][CH:24]=3)=[CH:17][CH:16]=2)[C:10]2[C:5](=[CH:6][C:7](/[CH:33]=[CH:34]\[CH3:35])=[CH:8][CH:9]=2)[N:4]=1. The yield is 0.650. (5) The reactants are Br[C:2]1[S:6][C:5]2=[N:7][CH:8]=[C:9]([I:10])[N:4]2[N:3]=1.[CH3:11][S:12]([C:15]1[CH:16]=[C:17](B(O)O)[CH:18]=[CH:19][CH:20]=1)(=[O:14])=[O:13].C([O-])([O-])=O.[Na+].[Na+]. The catalyst is O1CCOCC1.Cl[Pd](Cl)([P](C1C=CC=CC=1)(C1C=CC=CC=1)C1C=CC=CC=1)[P](C1C=CC=CC=1)(C1C=CC=CC=1)C1C=CC=CC=1. The product is [I:10][C:9]1[N:4]2[C:5]([S:6][C:2]([C:19]3[CH:18]=[CH:17][CH:16]=[C:15]([S:12]([CH3:11])(=[O:14])=[O:13])[CH:20]=3)=[N:3]2)=[N:7][CH:8]=1. The yield is 0.370. (6) The reactants are [CH3:1][C:2]1[O:6][N:5]=[C:4]([C:7]2[CH:12]=[CH:11][CH:10]=[CH:9][CH:8]=2)[C:3]=1[CH2:13][OH:14].O[C:16]1[CH:21]=[CH:20][CH:19]=[CH:18][N:17]=1.C(P(CCCC)CCCC)CCC.CN(C)C(N=NC(N(C)C)=O)=O.C1(P(C2C=CC=CC=2)C2C=CC=CC=2)C=CC=CC=1.N(C(OCC)=O)=NC(OCC)=O. The catalyst is C1COCC1. The product is [CH3:1][C:2]1[O:6][N:5]=[C:4]([C:7]2[CH:12]=[CH:11][CH:10]=[CH:9][CH:8]=2)[C:3]=1[CH2:13][O:14][C:16]1[CH:21]=[CH:20][CH:19]=[CH:18][N:17]=1. The yield is 0.250. (7) The reactants are [CH3:1][C:2]1([CH3:16])[C:7]2[CH:8]=[C:9](B(O)O)[CH:10]=[CH:11][C:6]=2[NH:5][C:4](=[O:15])[O:3]1.C(=O)([O-])[O-].[Na+].[Na+].[Br-].[Li+].[C:25]([O:28][CH2:29][CH3:30])(=O)C. The catalyst is COCCOC.O.[Pd].C1(P(C2C=CC=CC=2)C2C=CC=CC=2)C=CC=CC=1.C1(P(C2C=CC=CC=2)C2C=CC=CC=2)C=CC=CC=1.C1(P(C2C=CC=CC=2)C2C=CC=CC=2)C=CC=CC=1.C1(P(C2C=CC=CC=2)C2C=CC=CC=2)C=CC=CC=1. The product is [CH3:1][C:2]1([CH3:16])[O:3][C:4](=[O:15])[NH:5][C:6]2[CH:11]=[CH:10][C:9]([C:1]3[CH:2]=[C:7]([CH:8]=[C:29]([O:28][CH3:25])[CH:30]=3)[C:6]#[N:5])=[CH:8][C:7]1=2. The yield is 0.530. (8) The reactants are [N:1]([CH:4]1[CH:8]([O:9][CH2:10][CH3:11])[O:7][C:6](=[O:12])[CH2:5]1)=[N+]=[N-].[C:13]([O:17][C:18]([N:20]1[CH2:24][CH2:23][CH2:22][C@H:21]1[C:25](O)=[O:26])=[O:19])([CH3:16])([CH3:15])[CH3:14].C(N(C(C)C)CC)(C)C.C(Cl)CCl.C1C=CC2N(O)N=NC=2C=1. The catalyst is [Pd].C(OCC)(=O)C. The product is [C:13]([O:17][C:18]([N:20]1[CH2:24][CH2:23][CH2:22][C@@H:21]1[C:25](=[O:26])[NH:1][CH:4]1[CH2:5][C:6](=[O:12])[O:7][CH:8]1[O:9][CH2:10][CH3:11])=[O:19])([CH3:16])([CH3:15])[CH3:14]. The yield is 0.560. (9) The reactants are [NH:1]1[C:9]2[C:4](=[CH:5][CH:6]=[C:7]([C:10]([OH:12])=O)[CH:8]=2)[CH:3]=[CH:2]1.[CH2:13]1[C@H:22]2[C@H:17]([CH2:18][CH2:19][C:20]3[CH:26]=[CH:25][CH:24]=[CH:23][C:21]=32)[NH:16][CH2:15][CH2:14]1.F[P-](F)(F)(F)(F)F.N1(OC(N(C)C)=[N+](C)C)C2N=CC=CC=2N=N1. No catalyst specified. The product is [CH2:13]1[C@H:22]2[C@H:17]([CH2:18][CH2:19][C:20]3[CH:26]=[CH:25][CH:24]=[CH:23][C:21]=32)[N:16]([C:10]([C:7]2[CH:8]=[C:9]3[C:4]([CH:3]=[CH:2][NH:1]3)=[CH:5][CH:6]=2)=[O:12])[CH2:15][CH2:14]1. The yield is 0.270. (10) The reactants are [C:1]([O:5][C:6]([N:8]1[CH2:13][CH:12]=[C:11]([O:14][Si](C)(C)C)[CH2:10][CH2:9]1)=[O:7])([CH3:4])([CH3:3])[CH3:2].[B-](F)(F)(F)[F:20].[B-](F)(F)(F)F.C1[N+]2(CCl)CC[N+](F)(CC2)C1.C(=O)(O)[O-].[Na+].C(OCC)(=O)C. The catalyst is C(#N)C. The product is [C:1]([O:5][C:6]([N:8]1[CH2:13][CH2:12][C:11](=[O:14])[CH:10]([F:20])[CH2:9]1)=[O:7])([CH3:4])([CH3:3])[CH3:2]. The yield is 0.670.